From a dataset of Forward reaction prediction with 1.9M reactions from USPTO patents (1976-2016). Predict the product of the given reaction. (1) Given the reactants [Br-].[Br:2][C:3]1[CH:4]=[C:5]([CH:26]=[CH:27][CH:28]=1)[CH2:6][P+](C1C=CC=CC=1)(C1C=CC=CC=1)C1C=CC=CC=1.[H-].[Na+].[Br:31][C:32]1[CH:33]=[C:34]([CH:46]=[CH:47][CH:48]=1)[CH2:35][C:36]([CH2:38][C:39]1[CH:44]=[CH:43][CH:42]=[C:41]([Br:45])[CH:40]=1)=O.[C:49]1(C)C=CC=CC=1, predict the reaction product. The product is: [Br:31][C:32]1[CH:33]=[C:34]([CH:46]=[CH:47][CH:48]=1)[CH2:35][C:36]([CH2:38][C:39]1[CH:44]=[CH:43][CH:42]=[C:41]([Br:45])[CH:40]=1)=[CH:49][CH2:6][C:5]1[CH:26]=[CH:27][CH:28]=[C:3]([Br:2])[CH:4]=1. (2) Given the reactants Cl.[Cl:2][C:3]1[CH:4]=[C:5]([CH:35]=[CH:36][C:37]=1[Cl:38])[CH2:6][CH:7]1[C:16]2[CH:15]=[C:14]([O:17][CH2:18][CH2:19][NH:20][S:21]([C:24]3[CH:25]=[N:26][N:27]([CH3:29])[CH:28]=3)(=[O:23])=[O:22])[CH:13]=[CH:12][C:11]=2[CH2:10][CH2:9][CH:8]1[N:30]1[CH2:34][CH2:33][CH2:32][CH2:31]1.IC.[C:41](=O)([O-])[O-].[Cs+].[Cs+].O, predict the reaction product. The product is: [ClH:2].[Cl:2][C:3]1[CH:4]=[C:5]([CH:35]=[CH:36][C:37]=1[Cl:38])[CH2:6][CH:7]1[C:16]2[CH:15]=[C:14]([O:17][CH2:18][CH2:19][N:20]([CH3:41])[S:21]([C:24]3[CH:25]=[N:26][N:27]([CH3:29])[CH:28]=3)(=[O:22])=[O:23])[CH:13]=[CH:12][C:11]=2[CH2:10][CH2:9][CH:8]1[N:30]1[CH2:31][CH2:32][CH2:33][CH2:34]1. (3) Given the reactants [NH2:1][CH:2]([C:5]1[CH:10]=[CH:9][C:8]([F:11])=[CH:7][CH:6]=1)[CH2:3][OH:4].[N:12]([C:15]1[CH:20]=[CH:19][C:18]([C:21]2[N:25]=[CH:24][N:23]([C:26]3[CH:31]=[CH:30][C:29]([O:32][C:33]([F:36])([F:35])[F:34])=[CH:28][CH:27]=3)[N:22]=2)=[CH:17][CH:16]=1)=[C:13]=[S:14], predict the reaction product. The product is: [F:11][C:8]1[CH:9]=[CH:10][C:5]([CH:2]([NH:1][C:13]([NH:12][C:15]2[CH:16]=[CH:17][C:18]([C:21]3[N:25]=[CH:24][N:23]([C:26]4[CH:31]=[CH:30][C:29]([O:32][C:33]([F:36])([F:34])[F:35])=[CH:28][CH:27]=4)[N:22]=3)=[CH:19][CH:20]=2)=[S:14])[CH2:3][OH:4])=[CH:6][CH:7]=1. (4) Given the reactants [Cl:1][C:2]1[CH:10]=[C:9]2[C:5]([CH:6]([C:12]3[CH:17]=[CH:16][CH:15]=[C:14]([O:18][CH3:19])[CH:13]=3)[C:7](=[O:11])[NH:8]2)=[CH:4][CH:3]=1.[Br:20][C:21]1[CH:26]=[CH:25][CH:24]=[C:23]([CH2:27]Br)[CH:22]=1.[I-].[K+].C(=O)([O-])[O-].[K+].[K+], predict the reaction product. The product is: [Br:20][C:21]1[CH:22]=[C:23]([CH:24]=[CH:25][CH:26]=1)[CH2:27][C:6]1([C:12]2[CH:17]=[CH:16][CH:15]=[C:14]([O:18][CH3:19])[CH:13]=2)[C:5]2[C:9](=[CH:10][C:2]([Cl:1])=[CH:3][CH:4]=2)[NH:8][C:7]1=[O:11].